This data is from Peptide-MHC class I binding affinity with 185,985 pairs from IEDB/IMGT. The task is: Regression. Given a peptide amino acid sequence and an MHC pseudo amino acid sequence, predict their binding affinity value. This is MHC class I binding data. (1) The peptide sequence is ETPNSENGA. The MHC is Mamu-A02 with pseudo-sequence Mamu-A02. The binding affinity (normalized) is 0.0159. (2) The peptide sequence is VPHPNIEEV. The MHC is Patr-A0101 with pseudo-sequence Patr-A0101. The binding affinity (normalized) is 0.